Dataset: Full USPTO retrosynthesis dataset with 1.9M reactions from patents (1976-2016). Task: Predict the reactants needed to synthesize the given product. (1) The reactants are: [O:1]1[CH:5]=[CH:4][CH:3]=[C:2]1[C:6]1[NH:10][N:9]=[C:8]([NH2:11])[CH:7]=1.[Cl:12][C:13]1[N:18]=[C:17](Cl)[CH:16]=[CH:15][N:14]=1.CC([O-])=O.[K+]. Given the product [Cl:12][C:13]1[N:18]=[C:17]([NH:11][C:8]2[CH:7]=[C:6]([C:2]3[O:1][CH:5]=[CH:4][CH:3]=3)[NH:10][N:9]=2)[CH:16]=[CH:15][N:14]=1, predict the reactants needed to synthesize it. (2) Given the product [F:31][C:23]1[CH:22]=[CH:21][C:20]([C:18]2[N:6]3[N:5]=[CH:4][C:3]([C:7]([C:9]4[S:10][CH:11]=[CH:12][CH:13]=4)=[O:8])=[C:2]3[N:1]=[CH:16][CH:17]=2)=[CH:25][C:24]=1[N:26]([CH3:30])[C:27](=[O:29])[CH3:28], predict the reactants needed to synthesize it. The reactants are: [NH2:1][C:2]1[NH:6][N:5]=[CH:4][C:3]=1[C:7]([C:9]1[S:10][CH:11]=[CH:12][CH:13]=1)=[O:8].CN(C)[CH:16]=[CH:17][C:18]([C:20]1[CH:21]=[CH:22][C:23]([F:31])=[C:24]([N:26]([CH3:30])[C:27](=[O:29])[CH3:28])[CH:25]=1)=O.C(OCC)(=O)C. (3) Given the product [NH2:36][C@H:30]1[C@@H:29]([F:28])[CH2:34][CH2:33][CH2:32][C@H:31]1[NH:35][C:11]1[N:16]=[C:15]([NH:17][C:18]2[CH:19]=[C:20]([CH3:24])[CH:21]=[CH:22][CH:23]=2)[C:14]([C:25]([NH2:27])=[O:26])=[CH:13][N:12]=1.[NH2:35][C@H:31]1[CH2:32][CH2:33][CH2:34][C@@H:29]([F:28])[C@H:30]1[NH:36][C:11]1[N:16]=[C:15]([NH:17][C:18]2[CH:19]=[C:20]([CH3:24])[CH:21]=[CH:22][CH:23]=2)[C:14]([C:25]([NH2:27])=[O:26])=[CH:13][N:12]=1, predict the reactants needed to synthesize it. The reactants are: N1(O[C:11]2[N:16]=[C:15]([NH:17][C:18]3[CH:19]=[C:20]([CH3:24])[CH:21]=[CH:22][CH:23]=3)[C:14]([C:25]([NH2:27])=[O:26])=[CH:13][N:12]=2)C2C=CC=CC=2N=N1.[F:28][C@H:29]1[CH2:34][CH2:33][CH2:32][C@@H:31]([NH2:35])[C@H:30]1[NH2:36].CCN(C(C)C)C(C)C. (4) Given the product [NH2:1][C@H:2]([C:7]([OH:9])=[O:8])[C@H:3]([CH2:5][CH3:6])[CH3:4].[ClH:33], predict the reactants needed to synthesize it. The reactants are: [NH:1](C(OCC1C2C(=CC=CC=2)C2C1=CC=CC=2)=O)[C@H:2]([C:7]([OH:9])=[O:8])[C@H:3]([CH2:5][CH3:6])[CH3:4].N1CCCCC1.[ClH:33].